Dataset: Full USPTO retrosynthesis dataset with 1.9M reactions from patents (1976-2016). Task: Predict the reactants needed to synthesize the given product. Given the product [CH3:28][N:27]([CH3:29])[C:24]1[CH:23]=[CH:22][C:21]([CH2:20][NH:19][C:12]2[C:13]3[CH:18]=[N:17][CH:16]=[N:15][C:14]=3[N:9]([OH:8])[C:10](=[O:30])[CH:11]=2)=[CH:26][CH:25]=1, predict the reactants needed to synthesize it. The reactants are: C([O:8][N:9]1[C:14]2[N:15]=[CH:16][N:17]=[CH:18][C:13]=2[C:12]([NH:19][CH2:20][C:21]2[CH:26]=[CH:25][C:24]([N:27]([CH3:29])[CH3:28])=[CH:23][CH:22]=2)=[CH:11][C:10]1=[O:30])C1C=CC=CC=1.CO.[H][H].